This data is from Reaction yield outcomes from USPTO patents with 853,638 reactions. The task is: Predict the reaction yield, written as a fraction of the theoretical maximum amount of product (1.0 means a 100% yield; for example, 0.34 means a 34% yield). (1) The reactants are [F:1][C:2]1[CH:3]=[C:4]([CH:6]=[CH:7][C:8]=1[N+:9]([O-:11])=[O:10])[NH2:5].[Br:12]N1C(=O)CCC1=O. The catalyst is C(OCC)(=O)C. The product is [Br:12][C:6]1[CH:7]=[C:8]([N+:9]([O-:11])=[O:10])[C:2]([F:1])=[CH:3][C:4]=1[NH2:5]. The yield is 0.500. (2) The reactants are [Cl:1][C:2]1[CH:7]=[CH:6][C:5]([CH:8]([C:12]2[CH:17]=[CH:16][C:15]([Cl:18])=[CH:14][CH:13]=2)[C:9]([OH:11])=[O:10])=[CH:4][CH:3]=1.[CH3:19]O. The catalyst is Cl. The product is [CH3:19][O:10][C:9](=[O:11])[CH:8]([C:12]1[CH:13]=[CH:14][C:15]([Cl:18])=[CH:16][CH:17]=1)[C:5]1[CH:4]=[CH:3][C:2]([Cl:1])=[CH:7][CH:6]=1. The yield is 0.780. (3) The reactants are [F:1][CH:2]([F:37])[C:3]1[CH:8]=[CH:7][CH:6]=[CH:5][C:4]=1[C:9]1[NH:13][C:12]2[CH:14]=[C:15]([F:36])[CH:16]=[C:17]([C:18]([NH:20][C:21]3[CH:26]=[CH:25][CH:24]=[C:23]([O:27][CH2:28][C@H:29]4[CH2:33][O:32]C(C)(C)[O:30]4)[CH:22]=3)=[O:19])[C:11]=2[N:10]=1. The catalyst is Cl.CO. The product is [F:37][CH:2]([F:1])[C:3]1[CH:8]=[CH:7][CH:6]=[CH:5][C:4]=1[C:9]1[NH:13][C:12]2[CH:14]=[C:15]([F:36])[CH:16]=[C:17]([C:18]([NH:20][C:21]3[CH:26]=[CH:25][CH:24]=[C:23]([O:27][CH2:28][C@H:29]([OH:30])[CH2:33][OH:32])[CH:22]=3)=[O:19])[C:11]=2[N:10]=1. The yield is 0.870. (4) The reactants are [OH:1][C:2]1[C:3]([C:18]([O:20][CH3:21])=[O:19])=[C:4]([C:14]([O:16][CH3:17])=[O:15])[C:5]([CH2:8][CH2:9][C:10]([O:12][CH3:13])=[O:11])=[N:6][CH:7]=1.C(=O)([O-])[O-].[K+].[K+].Br[CH2:29][C:30]([O:32][CH3:33])=[O:31]. The catalyst is CC(C)=O. The product is [CH3:33][O:32][C:30](=[O:31])[CH2:29][O:1][C:2]1[C:3]([C:18]([O:20][CH3:21])=[O:19])=[C:4]([C:14]([O:16][CH3:17])=[O:15])[C:5]([CH2:8][CH2:9][C:10]([O:12][CH3:13])=[O:11])=[N:6][CH:7]=1. The yield is 0.810.